This data is from Forward reaction prediction with 1.9M reactions from USPTO patents (1976-2016). The task is: Predict the product of the given reaction. (1) Given the reactants [NH2:1][C:2]1[CH:7]=[CH:6][CH:5]=[CH:4][CH:3]=1.Cl[C:9]1[CH:10]=[C:11]([N:15]2[CH:19]=[CH:18][CH:17]=[N:16]2)[CH:12]=[CH:13][CH:14]=1.CC(C)([O-])C.[Na+].C(P(C(C)(C)C)C1(C)CC1(C1C=CC=CC=1)C1C=CC=CC=1)(C)(C)C.[Cl-].[NH4+], predict the reaction product. The product is: [N:15]1([C:11]2[CH:10]=[C:9]([NH:1][C:2]3[CH:7]=[CH:6][CH:5]=[CH:4][CH:3]=3)[CH:14]=[CH:13][CH:12]=2)[CH:19]=[CH:18][CH:17]=[N:16]1. (2) The product is: [Cl:14][C:11]1[N:10]=[C:9]2[NH:5][C:6]([CH3:15])=[CH:7][C:8]2=[CH:13][CH:12]=1. Given the reactants COC([N:5]1[C:9]2=[N:10][C:11]([Cl:14])=[CH:12][CH:13]=[C:8]2[CH:7]=[C:6]1[CH3:15])=O.[OH-].[Na+], predict the reaction product. (3) The product is: [CH2:12]([NH:11][CH2:14][C:15]1[CH:20]=[C:19]([C:21]([F:24])([F:23])[F:22])[CH:18]=[CH:17][C:16]=1[C:25]1[CH:30]=[C:29]([F:31])[CH:28]=[C:27]([CH2:32][C:33]([OH:35])=[O:34])[CH:26]=1)[CH3:13]. Given the reactants C(OC([N:11]([CH2:14][C:15]1[CH:20]=[C:19]([C:21]([F:24])([F:23])[F:22])[CH:18]=[CH:17][C:16]=1[C:25]1[CH:30]=[C:29]([F:31])[CH:28]=[C:27]([CH2:32][C:33]([OH:35])=[O:34])[CH:26]=1)[CH2:12][CH3:13])=O)C1C=CC=CC=1, predict the reaction product.